This data is from Reaction yield outcomes from USPTO patents with 853,638 reactions. The task is: Predict the reaction yield, written as a fraction of the theoretical maximum amount of product (1.0 means a 100% yield; for example, 0.34 means a 34% yield). (1) The reactants are [C:1]([O:5][C:6]([C:8]1[C:13]([NH2:14])=[CH:12][CH:11]=[C:10]([CH3:15])[N:9]=1)=[O:7])([CH3:4])([CH3:3])[CH3:2].ClC1C=CC=C(C(OO)=[O:24])C=1.O.[OH-].[Na+]. The catalyst is C(Cl)(Cl)Cl. The product is [C:1]([O:5][C:6]([C:8]1[C:13]([NH2:14])=[CH:12][CH:11]=[C:10]([CH3:15])[N+:9]=1[O-:24])=[O:7])([CH3:4])([CH3:3])[CH3:2]. The yield is 0.996. (2) The reactants are [NH:1]1[CH2:6][CH2:5][O:4][CH2:3][CH2:2]1.[Cl:7][C:8]1[N:16]=[C:15]2[C:11]([N:12]=[CH:13][N:14]2[C@H:17]2[CH2:21][CH2:20][N:19]([C:22]([O:24][C:25]([CH3:28])([CH3:27])[CH3:26])=[O:23])[CH2:18]2)=[C:10](Cl)[N:9]=1. The catalyst is C(O)C. The product is [Cl:7][C:8]1[N:16]=[C:15]2[C:11]([N:12]=[CH:13][N:14]2[C@H:17]2[CH2:21][CH2:20][N:19]([C:22]([O:24][C:25]([CH3:28])([CH3:27])[CH3:26])=[O:23])[CH2:18]2)=[C:10]([N:1]2[CH2:6][CH2:5][O:4][CH2:3][CH2:2]2)[N:9]=1. The yield is 1.00. (3) The reactants are O[C@@H:2]1[CH2:7][C@@H:6]([O:8][CH3:9])[CH2:5][N:4]([C:10]([O:12][CH2:13][C:14]2[CH:19]=[CH:18][CH:17]=[CH:16][CH:15]=2)=[O:11])[CH2:3]1.C(N(CC)CC)C.CS(Cl)(=O)=O.[N-:32]=[N+:33]=[N-:34].[Na+]. The catalyst is ClCCl.CCOC(C)=O.CN(C=O)C. The product is [N:32]([C@H:2]1[CH2:7][C@@H:6]([O:8][CH3:9])[CH2:5][N:4]([C:10]([O:12][CH2:13][C:14]2[CH:19]=[CH:18][CH:17]=[CH:16][CH:15]=2)=[O:11])[CH2:3]1)=[N+:33]=[N-:34]. The yield is 0.950. (4) The reactants are [Cl:1][C:2]1[C:3]([O:8][C:9]2[CH:10]=[CH:11][C:12]3[N:16]=[C:15]([CH2:17][O:18][C:19]4[CH:20]=[C:21]([CH:26]=[CH:27][CH:28]=4)[C:22]([O:24]C)=[O:23])[N:14]([CH3:29])[C:13]=3[CH:30]=2)=[N:4][CH:5]=[CH:6][CH:7]=1.[OH-].[Na+]. The catalyst is O1CCOCC1. The product is [Cl:1][C:2]1[C:3]([O:8][C:9]2[CH:10]=[CH:11][C:12]3[N:16]=[C:15]([CH2:17][O:18][C:19]4[CH:20]=[C:21]([CH:26]=[CH:27][CH:28]=4)[C:22]([OH:24])=[O:23])[N:14]([CH3:29])[C:13]=3[CH:30]=2)=[N:4][CH:5]=[CH:6][CH:7]=1. The yield is 0.670. (5) The reactants are C(O)[C@H]1O[C@H](O[C@]2(CO)O[C@H](CO)[C@@H](O)[C@@H]2O)[C@H](O)[C@@H](O)[C@@H]1O.[CH3:24][O:25][C:26]([C:28]1[CH2:29][S:30][CH2:31][CH2:32][C:33]=1[OH:34])=[O:27]. The catalyst is O. The product is [CH3:24][O:25][C:26]([C@H:28]1[C@@H:33]([OH:34])[CH2:32][CH2:31][S:30][CH2:29]1)=[O:27]. The yield is 0.993. (6) The reactants are C(O[BH-](OC(=O)C)OC(=O)C)(=O)C.[Na+].[Cl:15][C:16]1[C:17]([CH:27]=O)=[N:18][CH:19]=[C:20]([N:22]([CH3:26])[CH2:23][CH2:24][CH3:25])[N:21]=1.[CH2:29]([NH:36][CH2:37][CH2:38][OH:39])[C:30]1[CH:35]=[CH:34][CH:33]=[CH:32][CH:31]=1.C(=O)([O-])O.[Na+]. The yield is 0.910. The catalyst is C(#N)C.C(O)(=O)C. The product is [CH2:29]([N:36]([CH2:27][C:17]1[C:16]([Cl:15])=[N:21][C:20]([N:22]([CH3:26])[CH2:23][CH2:24][CH3:25])=[CH:19][N:18]=1)[CH2:37][CH2:38][OH:39])[C:30]1[CH:35]=[CH:34][CH:33]=[CH:32][CH:31]=1. (7) The reactants are Br[C:2]1[CH:3]=[C:4]2[C:8](=[C:9]([C:11]([NH2:13])=[O:12])[CH:10]=1)[NH:7][CH:6]=[C:5]2[CH:14]1[CH2:19][CH2:18][N:17]([S:20]([CH2:23][CH3:24])(=[O:22])=[O:21])[CH2:16][CH2:15]1.[C:25]([NH:28][C:29]1[CH:34]=[CH:33][C:32]([SH:35])=[CH:31][CH:30]=1)(=[O:27])[CH3:26].C(O)CO.C(=O)([O-])[O-].[K+].[K+]. The catalyst is C(O)(C)C.[Cu](I)I. The product is [C:25]([NH:28][C:29]1[CH:34]=[CH:33][C:32]([S:35][C:2]2[CH:3]=[C:4]3[C:8](=[C:9]([C:11]([NH2:13])=[O:12])[CH:10]=2)[NH:7][CH:6]=[C:5]3[CH:14]2[CH2:19][CH2:18][N:17]([S:20]([CH2:23][CH3:24])(=[O:22])=[O:21])[CH2:16][CH2:15]2)=[CH:31][CH:30]=1)(=[O:27])[CH3:26]. The yield is 0.417. (8) The reactants are [CH3:1][O:2][C:3]1[CH:8]=[C:7]([O:9][CH3:10])[CH:6]=[CH:5][C:4]=1[C:11](=[O:18])[CH2:12][C:13]([O:15][CH2:16][CH3:17])=[O:14].[CH3:19][O:20][C:21]1[CH:26]=[CH:25][C:24](O)=[CH:23][CH:22]=1. No catalyst specified. The product is [CH3:1][O:2][C:3]1[CH:8]=[C:7]([O:9][CH3:10])[CH:6]=[CH:5][C:4]=1[C:11]1[O:18][C:24]2[CH:25]=[CH:26][C:21]([O:20][CH3:19])=[CH:22][C:23]=2[C:12]=1[C:13]([O:15][CH2:16][CH3:17])=[O:14]. The yield is 0.580. (9) The reactants are C(OC([N:8]1[CH2:13][CH2:12][N:11]([C:14]2[CH:15]=[N:16][C:17]([NH:20][C:21]3[C:22](=[O:29])[N:23]([CH3:28])[CH:24]=[C:25]([Br:27])[CH:26]=3)=[CH:18][CH:19]=2)[C@H:10]([CH3:30])[CH2:9]1)=O)(C)(C)C.Cl.O1CCOCC1. The catalyst is CO. The product is [Br:27][C:25]1[CH:26]=[C:21]([NH:20][C:17]2[CH:18]=[CH:19][C:14]([N:11]3[CH2:12][CH2:13][NH:8][CH2:9][C@H:10]3[CH3:30])=[CH:15][N:16]=2)[C:22](=[O:29])[N:23]([CH3:28])[CH:24]=1. The yield is 0.950.